This data is from Full USPTO retrosynthesis dataset with 1.9M reactions from patents (1976-2016). The task is: Predict the reactants needed to synthesize the given product. (1) Given the product [CH2:24]([O:11][C:10]1[CH:12]=[CH:13][C:26]([C@@:27]23[C:40](=[O:41])[CH2:32][CH2:33][CH2:34][C:35]2=[C:36]([CH3:37])[C:30](=[O:48])[CH2:29][CH2:28]3)=[CH:9][CH:8]=1)[C:14]1[CH:19]=[CH:18][CH:17]=[CH:16][CH:15]=1, predict the reactants needed to synthesize it. The reactants are: C(N(CC)CC)C.[CH:8]([C:10]([CH2:12][CH3:13])=[O:11])=[CH2:9].[C:14]1([CH3:24])[CH:19]=[CH:18][C:17](S([O-])(=O)=O)=[CH:16][CH:15]=1.[NH+]1[CH:30]=[CH:29][CH:28]=[CH:27][CH:26]=1.N[C@H:32]([C:40](O)=[O:41])[CH2:33][C:34]1C=C[CH:37]=[CH:36][CH:35]=1.Cl.C([O:48]C)(C)(C)C. (2) Given the product [F:1][C:2]([F:7])([F:6])[C:3]([OH:5])=[O:4].[OH:37][C@@H:26]1[C@H:27]([OH:36])[C@@H:28]([N:30]2[CH:34]=[C:33]([CH3:35])[CH:32]=[N:31]2)[CH2:29][C@H:25]1[N:22]1[CH:21]=[N:20][C:19]2[C:23]1=[N:24][C:16]([NH:15][CH:12]1[CH2:11][CH2:10][CH:9]([NH:8][C:77]([NH:76][CH:73]3[CH2:72][CH2:71][N:70]([C:65]4[CH:66]=[CH:67][CH:68]=[CH:69][N:64]=4)[CH2:75][CH2:74]3)=[O:78])[CH2:14][CH2:13]1)=[N:17][C:18]=2[NH:38][CH2:39][CH:40]([C:41]1[CH:46]=[CH:45][CH:44]=[CH:43][CH:42]=1)[C:47]1[CH:48]=[CH:49][CH:50]=[CH:51][CH:52]=1, predict the reactants needed to synthesize it. The reactants are: [F:1][C:2]([F:7])([F:6])[C:3]([OH:5])=[O:4].[NH2:8][CH:9]1[CH2:14][CH2:13][CH:12]([NH:15][C:16]2[N:24]=[C:23]3[C:19]([N:20]=[CH:21][N:22]3[C@@H:25]3[CH2:29][C@H:28]([N:30]4[CH:34]=[C:33]([CH3:35])[CH:32]=[N:31]4)[C@@H:27]([OH:36])[C@H:26]3[OH:37])=[C:18]([NH:38][CH2:39][CH:40]([C:47]3[CH:52]=[CH:51][CH:50]=[CH:49][CH:48]=3)[C:41]3[CH:46]=[CH:45][CH:44]=[CH:43][CH:42]=3)[N:17]=2)[CH2:11][CH2:10]1.C1(C)C=CC=CC=1.CC(O)C.[N:64]1[CH:69]=[CH:68][CH:67]=[CH:66][C:65]=1[N:70]1[CH2:75][CH2:74][CH:73]([NH:76][C:77](N2C=CN=C2)=[O:78])[CH2:72][CH2:71]1. (3) The reactants are: Br[C:2]1[CH:3]=[CH:4][C:5]([C:8]([N:10]([CH3:12])[CH3:11])=[O:9])=[N:6][CH:7]=1.CC1(C)C(C)(C)[O:17][B:16](B2OC(C)(C)C(C)(C)O2)[O:15]1.ClCCl.C([O-])(=O)C.[K+]. Given the product [CH3:11][N:10]([CH3:12])[C:8]([C:5]1[N:6]=[CH:7][C:2]([B:16]([OH:17])[OH:15])=[CH:3][CH:4]=1)=[O:9], predict the reactants needed to synthesize it. (4) Given the product [C@@H:43]1([N:14]([C:1](=[O:13])[CH2:2][CH2:3][CH2:4][CH2:5][CH2:6][CH2:7][CH2:8][CH2:9][CH2:10][CH2:11][CH3:12])[C@H:15]([C:18]([OH:20])=[O:19])[CH2:16][SH:17])[O:51][C@H:50]([CH2:52][OH:53])[C@@H:48]([OH:49])[C@H:46]([OH:47])[C@H:44]1[OH:45].[C:21]([O-:34])(=[O+:37](=[S:35])[S-:42])[CH2:22][CH2:23][CH2:24][CH2:25][CH2:26][CH2:27][CH2:28][CH2:29][CH2:30][CH2:31][CH3:32], predict the reactants needed to synthesize it. The reactants are: [C:1]([NH:14][C@H:15]([C:18]([OH:20])=[O:19])[CH2:16][SH:17])(=[O:13])[CH2:2][CH2:3][CH2:4][CH2:5][CH2:6][CH2:7][CH2:8][CH2:9][CH2:10][CH2:11][CH3:12].[C:21]([O-:34])(=O)[CH2:22][CH2:23][CH2:24][CH2:25][CH2:26][CH2:27][CH2:28][CH2:29][CH2:30][CH2:31][CH3:32].[S:35](Cl)(Cl)(=[O:37])=O.O.[Na].[SH:42][C@@H:43]1[O:51][C@H:50]([CH2:52][OH:53])[C@@H:48]([OH:49])[C@H:46]([OH:47])[C@H:44]1[OH:45].C1OCCOCCOCCOCCOC1. (5) Given the product [Cl:20][CH2:21][C:22]([O:19][CH2:1][CH2:2][CH2:3][CH2:4][CH2:5][CH2:6][CH2:7][CH2:8][CH2:9][CH2:10][CH2:11][CH2:12][CH2:13][CH2:14][CH2:15][CH2:16][CH2:17][CH3:18])=[O:23], predict the reactants needed to synthesize it. The reactants are: [CH2:1]([OH:19])[CH2:2][CH2:3][CH2:4][CH2:5][CH2:6][CH2:7][CH2:8][CH2:9][CH2:10][CH2:11][CH2:12][CH2:13][CH2:14][CH2:15][CH2:16][CH2:17][CH3:18].[Cl:20][CH2:21][C:22](O)=[O:23].S(=O)(=O)(O)O.